Dataset: Reaction yield outcomes from USPTO patents with 853,638 reactions. Task: Predict the reaction yield, written as a fraction of the theoretical maximum amount of product (1.0 means a 100% yield; for example, 0.34 means a 34% yield). (1) The reactants are Cl[C:2]1[CH:3]=[N:4][CH:5]=[C:6]([CH3:19])[C:7]=1[C:8]1[O:12][N:11]=[C:10]([C:13]2[CH:18]=[CH:17][CH:16]=[CH:15][N:14]=2)[N:9]=1.B1([C:26]2[CH:31]=[CH:30][CH:29]=[N:28][CH:27]=2)OCCCO1.COCCOC.C(=O)([O-])[O-].[Na+].[Na+]. The catalyst is ClCCl.C1C=CC([P]([Pd]([P](C2C=CC=CC=2)(C2C=CC=CC=2)C2C=CC=CC=2)([P](C2C=CC=CC=2)(C2C=CC=CC=2)C2C=CC=CC=2)[P](C2C=CC=CC=2)(C2C=CC=CC=2)C2C=CC=CC=2)(C2C=CC=CC=2)C2C=CC=CC=2)=CC=1. The product is [CH3:19][C:6]1[CH:5]=[N:4][CH:3]=[C:2]([C:26]2[CH:27]=[N:28][CH:29]=[CH:30][CH:31]=2)[C:7]=1[C:8]1[O:12][N:11]=[C:10]([C:13]2[CH:18]=[CH:17][CH:16]=[CH:15][N:14]=2)[N:9]=1. The yield is 0.0740. (2) The reactants are [CH2:1]([C:8]1[C:17]2[C:12](=[CH:13][CH:14]=[CH:15][CH:16]=2)[C:11]([N:18]2[CH2:23][CH2:22][N:21]([C:24]3[CH:29]=[CH:28][C:27]([C:30]([CH3:32])=[CH2:31])=[CH:26][N:25]=3)[CH2:20][CH2:19]2)=[N:10][N:9]=1)[C:2]1[CH:7]=[CH:6][CH:5]=[CH:4][CH:3]=1.CC(C)=[O:35].C[N+]1([O-])CCOCC1.S([O-])([O-])=O.[Na+].[Na+].[OH2:51]. The catalyst is O.O.[O-][Os]([O-])(=O)=O.[K+].[K+].C(O)(C)(C)C. The product is [CH2:1]([C:8]1[C:17]2[C:12](=[CH:13][CH:14]=[CH:15][CH:16]=2)[C:11]([N:18]2[CH2:19][CH2:20][N:21]([C:24]3[N:25]=[CH:26][C:27]([C:30]([OH:35])([CH3:32])[CH2:31][OH:51])=[CH:28][CH:29]=3)[CH2:22][CH2:23]2)=[N:10][N:9]=1)[C:2]1[CH:3]=[CH:4][CH:5]=[CH:6][CH:7]=1. The yield is 0.720. (3) The reactants are [C:1]([C:3]1[C:8]([O:9][CH3:10])=[CH:7][C:6]2[O:11][CH2:12][C:13]3[C:17]([C:18](O)=[O:19])=[N:16][N:15]([C:21]4[CH:25]=[CH:24][S:23][CH:22]=4)[C:14]=3[C:5]=2[CH:4]=1)#[N:2].C(Cl)Cl.C(P1(=O)OP(=O)(CCC)OP(=O)(CCC)O1)CC.[CH3:47][C:48]1([CH3:54])[CH2:53][O:52][CH2:51][CH2:50][NH:49]1.C(N(C(C)C)C(C)C)C. No catalyst specified. The product is [CH3:47][C:48]1([CH3:54])[CH2:53][O:52][CH2:51][CH2:50][N:49]1[C:18]([C:17]1[C:13]2[CH2:12][O:11][C:6]3[CH:7]=[C:8]([O:9][CH3:10])[C:3]([C:1]#[N:2])=[CH:4][C:5]=3[C:14]=2[N:15]([C:21]2[CH:25]=[CH:24][S:23][CH:22]=2)[N:16]=1)=[O:19]. The yield is 0.900. (4) The reactants are [F:1][C:2]1[CH:10]=[CH:9][C:5]([CH2:6][C:7]#[N:8])=[CH:4][CH:3]=1.[Cl-].[NH4+].[N-:13]=[N+:14]=[N-:15].[Na+].O. The catalyst is CN(C)C=O. The product is [F:1][C:2]1[CH:10]=[CH:9][C:5]([CH2:6][C:7]2[N:13]=[N:14][NH:15][N:8]=2)=[CH:4][CH:3]=1. The yield is 0.550. (5) The yield is 0.860. The reactants are [Br:1][C:2]1[C:3]([CH2:21][OH:22])=[C:4]([N:8]2[C:12](=[O:13])[C:11]3[S:14][C:15]([C:17]([CH3:20])([CH3:19])[CH3:18])=[CH:16][C:10]=3[CH2:9]2)[CH:5]=[CH:6][CH:7]=1.N1C=CC=CC=1.[C:29](Cl)(=[O:31])[CH3:30]. The catalyst is C(Cl)Cl. The product is [C:29]([O:22][CH2:21][C:3]1[C:4]([N:8]2[C:12](=[O:13])[C:11]3[S:14][C:15]([C:17]([CH3:19])([CH3:18])[CH3:20])=[CH:16][C:10]=3[CH2:9]2)=[CH:5][CH:6]=[CH:7][C:2]=1[Br:1])(=[O:31])[CH3:30]. (6) The reactants are [Br-].[Br-].[Br-].C[N+](C)(C)C1C=CC=CC=1.C[N+](C1C=CC=CC=1)(C)C.C[N+](C1C=CC=CC=1)(C)C.[C:34]([C:37]1[CH:51]=[CH:50][C:40]([C:41]([NH:43][CH2:44][CH2:45][C:46]([F:49])([F:48])[F:47])=[O:42])=[CH:39][N:38]=1)(=O)[CH3:35].ClCCCl.[C:56]([NH2:59])(=[S:58])[CH3:57]. The catalyst is C(OCC)C.CO. The product is [CH3:57][C:56]1[S:58][CH:35]=[C:34]([C:37]2[CH:51]=[CH:50][C:40]([C:41]([NH:43][CH2:44][CH2:45][C:46]([F:49])([F:48])[F:47])=[O:42])=[CH:39][N:38]=2)[N:59]=1. The yield is 0.340. (7) The reactants are [C:1]1([CH2:7][O:8][C:9]([NH:11][CH2:12][C:13]2[CH:21]=[CH:20][C:16]([C:17]([OH:19])=O)=[CH:15][CH:14]=2)=[O:10])[CH:6]=[CH:5][CH:4]=[CH:3][CH:2]=1.C1C=C[C:25]2[N:30]([OH:31])N=NC=2C=1.[CH3:32]CN(C(C)C)C(C)C.C(Cl)CCl.Cl.COCN. The catalyst is CN(C=O)C. The product is [CH3:32][O:31][N:30]([CH3:25])[C:17]([C:16]1[CH:15]=[CH:14][C:13]([CH2:12][NH:11][C:9]([O:8][CH2:7][C:1]2[CH:2]=[CH:3][CH:4]=[CH:5][CH:6]=2)=[O:10])=[CH:21][CH:20]=1)=[O:19]. The yield is 0.859. (8) The reactants are [Br:1][C:2]1[C:14]2[C:13]3[C:8](=[CH:9]C(C=C)=[CH:11][CH:12]=3)[NH:7][C:6]=2[C:5]([C:17]([NH2:19])=[O:18])=[CH:4][CH:3]=1.C[N+]1([O-])CC[O:24]CC1.S([O-])([O-])=O.[Na+].[Na+].[CH3:34][C:35]([CH3:37])=[O:36]. The catalyst is O.[Os](=O)(=O)(=O)=O.C(O)(C)(C)C. The product is [Br:1][C:2]1[C:14]2[C:13]3[C:8](=[CH:9][C:34]([CH:35]([OH:36])[CH2:37][OH:24])=[CH:11][CH:12]=3)[NH:7][C:6]=2[C:5]([C:17]([NH2:19])=[O:18])=[CH:4][CH:3]=1. The yield is 0.860. (9) The yield is 0.280. The catalyst is CS(C)=O.[Cu]I. The product is [N:1]1[CH:2]=[CH:3][N:4]2[CH:9]=[C:8]([CH2:10][O:11][C:12]3[CH:17]=[CH:16][N:15]([C:20]4[CH:21]=[CH:22][C:23]5[C:24]6[CH2:33][N:32]([C:34]([O:36][C:37]([CH3:40])([CH3:39])[CH3:38])=[O:35])[CH2:31][CH2:30][C:25]=6[N:26]([CH3:29])[C:27]=5[CH:28]=4)[C:14](=[O:18])[CH:13]=3)[CH:7]=[CH:6][C:5]=12. The reactants are [N:1]1[CH:2]=[CH:3][N:4]2[CH:9]=[C:8]([CH2:10][O:11][C:12]3[CH:17]=[CH:16][NH:15][C:14](=[O:18])[CH:13]=3)[CH:7]=[CH:6][C:5]=12.Br[C:20]1[CH:21]=[CH:22][C:23]2[C:24]3[CH2:33][N:32]([C:34]([O:36][C:37]([CH3:40])([CH3:39])[CH3:38])=[O:35])[CH2:31][CH2:30][C:25]=3[N:26]([CH3:29])[C:27]=2[CH:28]=1.OC1C=CC=C2C=1N=CC=C2.C([O-])([O-])=O.[Cs+].[Cs+].